Predict which catalyst facilitates the given reaction. From a dataset of Catalyst prediction with 721,799 reactions and 888 catalyst types from USPTO. (1) The catalyst class is: 310. Product: [OH:1][C@:2]12[CH2:26][C@@H:25]([OH:27])[CH2:24][CH2:23][C@:22]1([CH3:28])[C@@H:21]1[C@H:5]([C@H:6]3[C@:18]([CH3:29])([CH2:19][CH2:20]1)[C@@H:9]([C@H:10]([CH3:17])[CH2:11][CH2:12][CH2:13][CH:14]([CH3:15])[CH3:16])[CH2:8][CH2:7]3)[CH2:4][C@H:3]2[NH:30][CH2:31][CH2:32][CH3:33]. Reactant: [O:1]1[C@H:3]2[CH2:4][C@@H:5]3[C@@H:21]([C@@:22]4([CH3:28])[CH2:23][CH2:24][C@H:25]([OH:27])[CH2:26][C:2]124)[CH2:20][CH2:19][C@@:18]1([CH3:29])[C@H:6]3[CH2:7][CH2:8][C@@H:9]1[C@H:10]([CH3:17])[CH2:11][CH2:12][CH2:13][CH:14]([CH3:16])[CH3:15].[NH2:30][CH2:31][CH2:32][C:33]1C2C(=CC=CC=2)NC=1.C(O)CCC. (2) Reactant: [Cl:1][C:2]1[CH:15]=[CH:14][C:5]([NH:6][C:7](=O)[C:8]([O:10][CH2:11][CH3:12])=[O:9])=[C:4]([CH:16]=O)[CH:3]=1.C([O-])(=O)C.[NH4+:22]. Product: [Cl:1][C:2]1[CH:3]=[C:4]2[C:5](=[CH:14][CH:15]=1)[N:6]=[C:7]([C:8]([O:10][CH2:11][CH3:12])=[O:9])[N:22]=[CH:16]2. The catalyst class is: 15. (3) Reactant: [Br:1][C:2]1[CH:3]=[C:4]2[C:9](=[CH:10][CH:11]=1)[CH2:8][NH:7][C:6](=[O:12])[C:5]2=[CH:13][N:14]([CH3:16])C.[CH3:17][N:18]1[CH2:23][CH2:22][NH:21][CH2:20][CH:19]1C1C=CC(N)=CC=1. Product: [Br:1][C:2]1[CH:3]=[C:4]2[C:9](=[CH:10][CH:11]=1)[CH2:8][NH:7][C:6](=[O:12])/[C:5]/2=[CH:13]\[NH:14][C:16]1[CH:4]=[CH:3][C:2]([N:21]2[CH2:20][CH2:19][N:18]([CH3:17])[CH2:23][CH2:22]2)=[CH:11][CH:10]=1. The catalyst class is: 11. (4) Reactant: [F:1][C:2]([F:22])([P:14](=[O:21])([O:18]CC)[O:15]CC)[C:3]1[C:8]([F:9])=[C:7]([F:10])[C:6]([F:11])=[C:5]([F:12])[C:4]=1[F:13].C[Si](Br)(C)C.CO. Product: [F:22][C:2]([F:1])([P:14](=[O:15])([OH:21])[OH:18])[C:3]1[C:4]([F:13])=[C:5]([F:12])[C:6]([F:11])=[C:7]([F:10])[C:8]=1[F:9]. The catalyst class is: 2. (5) Reactant: [CH3:1][O:2][C:3](=[O:40])[NH:4][CH:5]([C:9]([N:11]1[CH2:15][CH2:14][CH2:13][CH:12]1[C:16](=[O:39])[NH:17][C:18]1[CH:23]=[CH:22][C:21]([C:24]2[CH:29]=[CH:28][C:27](B3OC(C)(C)C(C)(C)O3)=[CH:26][CH:25]=2)=[CH:20][CH:19]=1)=[O:10])[CH:6]([CH3:8])[CH3:7].[CH3:41][O:42][C:43](=[O:68])[NH:44][CH:45]([C:49]([N:51]1[CH2:55][CH2:54][CH2:53][CH:52]1[C:56]1[NH:57][C:58]([C:61]2[CH:66]=[CH:65][C:64](Br)=[CH:63][CH:62]=2)=[CH:59][N:60]=1)=[O:50])[CH:46]([CH3:48])[CH3:47].C(=O)([O-])[O-].[K+].[K+]. Product: [CH3:1][O:2][C:3](=[O:40])[NH:4][CH:5]([C:9]([N:11]1[CH2:15][CH2:14][CH2:13][CH:12]1[C:16](=[O:39])[NH:17][C:18]1[CH:19]=[CH:20][C:21]([C:24]2[CH:25]=[CH:26][C:27]([C:64]3[CH:65]=[CH:66][C:61]([C:58]4[NH:57][C:56]([CH:52]5[CH2:53][CH2:54][CH2:55][N:51]5[C:49](=[O:50])[CH:45]([NH:44][C:43]([O:42][CH3:41])=[O:68])[CH:46]([CH3:48])[CH3:47])=[N:60][CH:59]=4)=[CH:62][CH:63]=3)=[CH:28][CH:29]=2)=[CH:22][CH:23]=1)=[O:10])[CH:6]([CH3:8])[CH3:7]. The catalyst class is: 104. (6) Reactant: [Br:1][C:2]1[CH:7]=[C:6]([CH3:8])[CH:5]=[C:4]([CH2:9]Br)[CH:3]=1.[O:11]1CCOCC1.C(=O)([O-])[O-].[Ca+2]. Product: [Br:1][C:2]1[CH:3]=[C:4]([CH2:9][OH:11])[CH:5]=[C:6]([CH3:8])[CH:7]=1. The catalyst class is: 6. (7) Reactant: CC(C)([O-])C.[Na+].[C:7]1([NH:13][C:14]2[CH:19]=[CH:18][CH:17]=[C:16]([C:20]3[N:21]([C:25]4[CH:30]=[CH:29][CH:28]=[CH:27][CH:26]=4)[CH:22]=[CH:23][N:24]=3)[CH:15]=2)[CH:12]=[CH:11][CH:10]=[CH:9][CH:8]=1.Br[C:32]1[CH:33]=[C:34]([C:38]2[N:39]([C:43]3[CH:48]=[CH:47][CH:46]=[CH:45][CH:44]=3)[CH:40]=[CH:41][N:42]=2)[CH:35]=[CH:36][CH:37]=1.C1(P(C2CCCCC2)C2C=CC=CC=2C2C(OC)=CC=CC=2OC)CCCCC1. Product: [C:7]1([N:13]([C:36]2[CH:37]=[CH:32][CH:33]=[C:34]([C:38]3[N:39]([C:43]4[CH:48]=[CH:47][CH:46]=[CH:45][CH:44]=4)[CH:40]=[CH:41][N:42]=3)[CH:35]=2)[C:14]2[CH:19]=[CH:18][CH:17]=[C:16]([C:20]3[N:21]([C:25]4[CH:26]=[CH:27][CH:28]=[CH:29][CH:30]=4)[CH:22]=[CH:23][N:24]=3)[CH:15]=2)[CH:8]=[CH:9][CH:10]=[CH:11][CH:12]=1. The catalyst class is: 11. (8) Reactant: [Cl:1][C:2]1[CH:11]=[C:10]2[C:5]([CH:6]=[C:7]([C:15]3[CH:20]=[C:19]([S:21][CH3:22])[CH:18]=[CH:17][C:16]=3[F:23])[C:8](=N)[N:9]2[CH2:12][CH3:13])=[CH:4][N:3]=1.CC(OC(C)=O)=[O:26]. Product: [Cl:1][C:2]1[CH:11]=[C:10]2[C:5]([CH:6]=[C:7]([C:15]3[CH:20]=[C:19]([S:21][CH3:22])[CH:18]=[CH:17][C:16]=3[F:23])[C:8](=[O:26])[N:9]2[CH2:12][CH3:13])=[CH:4][N:3]=1. The catalyst class is: 33. (9) Reactant: [SH:1][CH2:2][C:3]([O:5][CH2:6][CH3:7])=[O:4].C(ON=O)CC(C)C.[Cl:16][C:17]1[CH:23]=[CH:22][C:20](N)=[C:19]([S:24][C:25]2[CH:30]=[CH:29][C:28]([S:31]([CH2:34][CH3:35])(=[O:33])=[O:32])=[CH:27][C:26]=2[Cl:36])[CH:18]=1. Product: [Cl:16][C:17]1[CH:23]=[CH:22][C:20]([S:1][CH2:2][C:3]([O:5][CH2:6][CH3:7])=[O:4])=[C:19]([S:24][C:25]2[CH:30]=[CH:29][C:28]([S:31]([CH2:34][CH3:35])(=[O:32])=[O:33])=[CH:27][C:26]=2[Cl:36])[CH:18]=1. The catalyst class is: 47.